Dataset: Forward reaction prediction with 1.9M reactions from USPTO patents (1976-2016). Task: Predict the product of the given reaction. (1) Given the reactants [Cl:1][C:2]1[CH:7]=[C:6]([Cl:8])[CH:5]=[CH:4][C:3]=1[CH:9]=[CH:10][C:11](O)=[O:12].C(N(CC)CC)C.ClC(OCC(C)C)=O.[BH4-].[Na+].CC(OI1(OC(C)=O)(OC(C)=O)OC(=O)C2C=CC=CC1=2)=O, predict the reaction product. The product is: [Cl:1][C:2]1[CH:7]=[C:6]([Cl:8])[CH:5]=[CH:4][C:3]=1/[CH:9]=[CH:10]/[CH:11]=[O:12]. (2) Given the reactants [NH2:1][C:2]1[C:11]2[N:10]=[C:9]([C:12]3[CH:17]=[CH:16][CH:15]=[C:14]([F:18])[CH:13]=3)[CH:8]=[CH:7][C:6]=2[C:5]([C:19]([OH:21])=O)=[CH:4][N:3]=1.CN(C(ON1N=NC2[CH:33]=[CH:34][CH:35]=[N:36]C1=2)=[N+](C)C)C.F[P-](F)(F)(F)(F)F.C(N(CC)CC)C.C1(N)CC1, predict the reaction product. The product is: [NH2:1][C:2]1[C:11]2[N:10]=[C:9]([C:12]3[CH:17]=[CH:16][CH:15]=[C:14]([F:18])[CH:13]=3)[CH:8]=[CH:7][C:6]=2[C:5]([C:19]([NH:36][CH:35]2[CH2:33][CH2:34]2)=[O:21])=[CH:4][N:3]=1. (3) Given the reactants [NH2:1][C:2]1[C:10]2[C:9]3[CH:11]=[CH:12][CH:13]=[CH:14][C:8]=3[S:7][C:6]=2[C:5]([C:15]2[CH:16]=[CH:17][CH:18]=[C:19]3[C:24]=2[O:23][C:22]([N:25]2[CH2:30][CH2:29][O:28][CH2:27][CH2:26]2)=[CH:21][C:20]3=[O:31])=[CH:4][CH:3]=1.[H+].[B-:33]([F:37])([F:36])([F:35])[F:34].[N:38](OC(C)(C)C)=O.CCOCC, predict the reaction product. The product is: [F:34][B-:33]([F:37])([F:36])[F:35].[N:25]1([C:22]2[O:23][C:24]3[C:19]([C:20](=[O:31])[CH:21]=2)=[CH:18][CH:17]=[CH:16][C:15]=3[C:5]2[C:6]3[S:7][C:8]4[CH:14]=[CH:13][CH:12]=[CH:11][C:9]=4[C:10]=3[C:2]([N+:1]#[N:38])=[CH:3][CH:4]=2)[CH2:30][CH2:29][O:28][CH2:27][CH2:26]1. (4) Given the reactants [CH3:1][O:2][C:3]([C:5]1[CH:6]=[CH:7][C:8]([C:11]([OH:13])=[O:12])=[N:9][CH:10]=1)=[O:4], predict the reaction product. The product is: [CH3:1][O:2][C:3]([C@@H:5]1[CH2:10][NH:9][C@H:8]([C:11]([OH:13])=[O:12])[CH2:7][CH2:6]1)=[O:4].